From a dataset of Reaction yield outcomes from USPTO patents with 853,638 reactions. Predict the reaction yield, written as a fraction of the theoretical maximum amount of product (1.0 means a 100% yield; for example, 0.34 means a 34% yield). (1) The reactants are Cl[C:2]1[CH:7]=[C:6]([CH2:8][CH3:9])[N:5]=[C:4]([NH2:10])[N:3]=1.N1C=CC=CC=1.[C:17]1([CH:23]([N:25]2[CH2:29][CH2:28][CH:27]3[CH2:30][NH:31][CH2:32][CH:26]23)[CH3:24])[CH:22]=[CH:21][CH:20]=[CH:19][CH:18]=1. The catalyst is CCO. The product is [CH2:8]([C:6]1[CH:7]=[C:2]([N:31]2[CH2:30][C@@H:27]3[C@@H:26]([N:25]([CH:23]([C:17]4[CH:22]=[CH:21][CH:20]=[CH:19][CH:18]=4)[CH3:24])[CH2:29][CH2:28]3)[CH2:32]2)[N:3]=[C:4]([NH2:10])[N:5]=1)[CH3:9]. The yield is 0.280. (2) The reactants are [Br:1][C:2]1[C:3]([OH:13])=[C:4]([C:10](=[O:12])[CH3:11])[CH:5]=[C:6]([Cl:9])[C:7]=1F.[C-]#N.[K+].C[N:18]([CH3:21])C=O.I[CH2:23][CH3:24].C(=O)([O-])[O-].[K+].[K+]. The catalyst is C(OCC)(=O)C. The product is [C:10]([C:4]1[CH:5]=[C:6]([Cl:9])[C:7]([C:21]#[N:18])=[C:2]([Br:1])[C:3]=1[O:13][CH2:23][CH3:24])(=[O:12])[CH3:11]. The yield is 0.500. (3) The reactants are [NH2:1][C:2]1[CH:3]=[C:4]([F:12])[CH:5]=[C:6]2[C:10]=1[NH:9][C:8](=[O:11])[CH2:7]2.[C:13](Cl)(=[O:15])[CH3:14]. The catalyst is O1CCCC1. The yield is 0.960. The product is [F:12][C:4]1[CH:5]=[C:6]2[C:10](=[C:2]([NH:1][C:13](=[O:15])[CH3:14])[CH:3]=1)[NH:9][C:8](=[O:11])[CH2:7]2. (4) The reactants are [Cl:1][C:2]1[N:10](CC=C)[C:9]2[C:8](=[O:14])[NH:7][C:6](=[O:15])[N:5]([CH2:16][CH3:17])[C:4]=2[N:3]=1.[C:18]1([CH2:24][C:25]2[N:29]=[C:28]([CH2:30][CH2:31][CH2:32]O)[O:27][N:26]=2)[CH:23]=[CH:22][CH:21]=[CH:20][CH:19]=1.C1(P(C2C=CC=CC=2)C2C=CC=CC=2)C=CC=CC=1.C1C=CC(COC(/N=N/C(OCC2C=CC=CC=2)=O)=O)=CC=1.N1CCOCC1. The catalyst is C1COCC1.C1C=CC([P]([Pd]([P](C2C=CC=CC=2)(C2C=CC=CC=2)C2C=CC=CC=2)([P](C2C=CC=CC=2)(C2C=CC=CC=2)C2C=CC=CC=2)[P](C2C=CC=CC=2)(C2C=CC=CC=2)C2C=CC=CC=2)(C2C=CC=CC=2)C2C=CC=CC=2)=CC=1. The product is [Cl:1][C:2]1[NH:10][C:9]2[C:8](=[O:14])[N:7]([CH2:32][CH2:31][CH2:30][C:28]3[O:27][N:26]=[C:25]([CH2:24][C:18]4[CH:23]=[CH:22][CH:21]=[CH:20][CH:19]=4)[N:29]=3)[C:6](=[O:15])[N:5]([CH2:16][CH3:17])[C:4]=2[N:3]=1. The yield is 0.250. (5) The reactants are [CH:1]1([C:4]([NH:10]S(C(C)(C)C)=O)([CH3:9])[CH2:5][C:6]([NH2:8])=[O:7])[CH2:3][CH2:2]1.Cl.O1CCOCC1. The catalyst is CO. The product is [NH2:10][C:4]([CH:1]1[CH2:3][CH2:2]1)([CH3:9])[CH2:5][C:6]([NH2:8])=[O:7]. The yield is 0.830. (6) The reactants are C(OC([N:8]1[CH2:13][CH2:12][CH:11]([C:14]2[CH:19]=[CH:18][C:17]([NH:20][C:21]([C:23]3[N:24](COCC[Si](C)(C)C)[CH:25]=[C:26]([C:28]#[N:29])[N:27]=3)=[O:22])=[C:16]([C:38]3[CH2:43][CH2:42][C:41]([CH3:45])([CH3:44])[CH2:40][CH:39]=3)[N:15]=2)[CH2:10][CH2:9]1)=O)(C)(C)C.[C:46]([OH:52])([C:48]([F:51])([F:50])[F:49])=[O:47].CO. The catalyst is C(Cl)Cl.CO. The product is [F:49][C:48]([F:51])([F:50])[C:46]([OH:52])=[O:47].[CH3:44][C:41]1([CH3:45])[CH2:42][CH2:43][C:38]([C:16]2[N:15]=[C:14]([CH:11]3[CH2:12][CH2:13][NH:8][CH2:9][CH2:10]3)[CH:19]=[CH:18][C:17]=2[NH:20][C:21]([C:23]2[NH:24][CH:25]=[C:26]([C:28]#[N:29])[N:27]=2)=[O:22])=[CH:39][CH2:40]1. The yield is 0.970. (7) The reactants are C(=O)(O)[O-].[Na+].Br.[Br:7][CH2:8][CH2:9][NH2:10].[CH3:11][O:12][C:13](=[O:25])[C:14]1[CH:19]=[C:18]([S:20](Cl)(=[O:22])=[O:21])[CH:17]=[CH:16][C:15]=1[CH3:24]. The catalyst is O.CC(C)=O. The product is [CH3:11][O:12][C:13](=[O:25])[C:14]1[CH:19]=[C:18]([S:20](=[O:21])(=[O:22])[NH:10][CH2:9][CH2:8][Br:7])[CH:17]=[CH:16][C:15]=1[CH3:24]. The yield is 0.750. (8) The reactants are [F:1][C:2]1[CH:7]=[CH:6][C:5]([OH:8])=[CH:4][CH:3]=1.[Cl:9][C:10]1[C:16](Cl)=[CH:15][C:13]([NH2:14])=[C:12]([N+:18]([O-:20])=[O:19])[CH:11]=1.C(=O)([O-])[O-].[K+].[K+]. The catalyst is CS(C)=O. The product is [Cl:9][C:10]1[C:16]([O:8][C:5]2[CH:6]=[CH:7][C:2]([F:1])=[CH:3][CH:4]=2)=[CH:15][C:13]([NH2:14])=[C:12]([N+:18]([O-:20])=[O:19])[CH:11]=1. The yield is 0.490.